From a dataset of Forward reaction prediction with 1.9M reactions from USPTO patents (1976-2016). Predict the product of the given reaction. (1) Given the reactants [CH2:1]([O:8][C:9]([N:11]1[CH2:16][CH2:15][CH:14]([C:17](=O)[NH2:18])[CH2:13][CH2:12]1)=[O:10])[C:2]1[CH:7]=[CH:6][CH:5]=[CH:4][CH:3]=1.COC1C=CC(P2(SP(C3C=CC(OC)=CC=3)(=S)S2)=[S:29])=CC=1, predict the reaction product. The product is: [CH2:1]([O:8][C:9]([N:11]1[CH2:16][CH2:15][CH:14]([C:17](=[S:29])[NH2:18])[CH2:13][CH2:12]1)=[O:10])[C:2]1[CH:7]=[CH:6][CH:5]=[CH:4][CH:3]=1. (2) The product is: [Br:18][C:14]1[CH:13]=[C:12]2[C:17]([C:8]3[CH:7]=[CH:6][C:5]([C:3]([OH:4])=[O:2])=[CH:19][C:9]=3[CH2:10][O:11]2)=[CH:16][CH:15]=1. Given the reactants C[O:2][C:3]([C:5]1[CH:6]=[CH:7][C:8]2[C:17]3[C:12](=[CH:13][C:14]([Br:18])=[CH:15][CH:16]=3)[O:11][CH2:10][C:9]=2[CH:19]=1)=[O:4].[OH-].[Na+].Cl, predict the reaction product. (3) Given the reactants [CH3:1][O:2][C:3]([C@H:5]1[CH2:10][CH2:9][C@H:8]([CH2:11][NH:12][C:13](=[O:21])[C:14]2[CH:19]=[CH:18][CH:17]=[CH:16][C:15]=2[NH2:20])[CH2:7][CH2:6]1)=[O:4].C1C[O:25][CH2:24]C1, predict the reaction product. The product is: [CH3:1][O:2][C:3]([C@H:5]1[CH2:6][CH2:7][C@H:8]([CH2:11][N:12]2[C:13](=[O:21])[C:14]3[C:15](=[CH:16][CH:17]=[CH:18][CH:19]=3)[NH:20][C:24]2=[O:25])[CH2:9][CH2:10]1)=[O:4]. (4) Given the reactants [F:1][C:2]1[CH:3]=[C:4]([CH:10]2[C:15](Br)([N+:16]([O-:18])=[O:17])[CH2:14][CH:13]=[CH:12][CH2:11]2)[CH:5]=[C:6]([F:9])[C:7]=1[F:8].[OH-].[Na+], predict the reaction product. The product is: [F:1][C:2]1[CH:3]=[C:4]([C:10]2[CH:11]=[CH:12][CH:13]=[CH:14][C:15]=2[N+:16]([O-:18])=[O:17])[CH:5]=[C:6]([F:9])[C:7]=1[F:8]. (5) Given the reactants Cl.[NH2:2][C@@H:3]([C:5]([NH2:7])=[O:6])[CH3:4].CO.[F:10][C:11]1[CH:12]=[C:13]([CH:24]=[CH:25][CH:26]=1)[CH2:14][O:15][C:16]1[CH:23]=[CH:22][C:19]([CH:20]=O)=[CH:18][CH:17]=1, predict the reaction product. The product is: [F:10][C:11]1[CH:12]=[C:13]([CH:24]=[CH:25][CH:26]=1)[CH2:14][O:15][C:16]1[CH:23]=[CH:22][C:19]([CH:20]=[N:2][C@H:3]([CH3:4])[C:5]([NH2:7])=[O:6])=[CH:18][CH:17]=1. (6) Given the reactants [CH2:1]([O:4][C@H:5]1[C@H:9]([N:10]2[CH:18]=[N:17][C:16]3[C:11]2=[N:12][CH:13]=[N:14][C:15]=3[NH2:19])[O:8][C@H:7]([CH2:20][C@@H:21]([NH:36][C:37]([O:39][C:40]([CH3:43])([CH3:42])[CH3:41])=[O:38])[CH2:22][CH2:23][C@H:24]([NH:28][C:29]([O:31][C:32]([CH3:35])([CH3:34])[CH3:33])=[O:30])[C:25]([OH:27])=[O:26])[C@H:6]1[OH:44])[CH:2]=C.[O:45]1CCCC1.I([O-])(=O)(=O)=[O:51].[Na+].[C:56](#[N:58])[CH3:57].O.[C:60]([OH:66])([C:62]([F:65])([F:64])[F:63])=[O:61], predict the reaction product. The product is: [NH2:19][C:15]1[N:14]=[CH:13][N:12]=[C:11]2[C:16]=1[N:17]=[CH:18][N:10]2[C@@H:9]1[O:8][C@H:7]([CH2:20][C@@H:21]([NH:36][C:37]([O:39][C:40]([CH3:41])([CH3:42])[CH3:43])=[O:38])[CH2:22][CH2:23][C@H:24]([NH:28][C:29]([O:31][C:32]([CH3:33])([CH3:35])[CH3:34])=[O:30])[C:25]([OH:27])=[O:26])[C@@H:6]([OH:44])[C@H:5]1[O:4][CH2:1][CH:2]=[O:45].[C:56](#[N:58])[CH3:57].[OH2:51].[C:60]([OH:66])([C:62]([F:65])([F:64])[F:63])=[O:61]. (7) Given the reactants [C:1]([C:3]1[CH:57]=[CH:56][C:6]([CH2:7][N:8]([CH2:25][C:26]2[CH:55]=[CH:54][C:29]([O:30][C:31]3[CH:36]=[CH:35][C:34]([NH:37][C:38](=[O:44])[CH2:39][C:40]([O:42]C)=[O:41])=[C:33]([O:45][CH2:46][CH2:47][C:48]4[CH:49]=[N:50][CH:51]=[CH:52][CH:53]=4)[CH:32]=3)=[CH:28][CH:27]=2)[C:9]2[CH:14]=[CH:13][CH:12]=[C:11]([N:15]([S:20]([CH3:23])(=[O:22])=[O:21])[S:16]([CH3:19])(=[O:18])=[O:17])[C:10]=2[CH3:24])=[CH:5][CH:4]=1)#[N:2].[Li+].[OH-].Cl, predict the reaction product. The product is: [C:1]([C:3]1[CH:57]=[CH:56][C:6]([CH2:7][N:8]([CH2:25][C:26]2[CH:55]=[CH:54][C:29]([O:30][C:31]3[CH:36]=[CH:35][C:34]([NH:37][C:38](=[O:44])[CH2:39][C:40]([OH:42])=[O:41])=[C:33]([O:45][CH2:46][CH2:47][C:48]4[CH:49]=[N:50][CH:51]=[CH:52][CH:53]=4)[CH:32]=3)=[CH:28][CH:27]=2)[C:9]2[CH:14]=[CH:13][CH:12]=[C:11]([N:15]([S:20]([CH3:23])(=[O:22])=[O:21])[S:16]([CH3:19])(=[O:17])=[O:18])[C:10]=2[CH3:24])=[CH:5][CH:4]=1)#[N:2]. (8) The product is: [C:12]([C:11]1[CH:14]=[CH:15][C:16]([O:17][CH:18]2[CH2:19][CH2:20][N:21]([C:24]3[N:29]=[C:28]4[CH2:30][N:31]([C:47]([N:46]([CH3:50])[CH3:45])=[O:48])[CH2:32][CH2:33][C:27]4=[N:26][C:25]=3[NH:34][CH:35]([CH3:37])[CH3:36])[CH2:22][CH2:23]2)=[C:9]([F:8])[CH:10]=1)#[N:13].[C:2]([OH:3])([C:4]([F:7])([F:6])[F:5])=[O:1]. Given the reactants [OH:1][C:2]([C:4]([F:7])([F:6])[F:5])=[O:3].[F:8][C:9]1[CH:10]=[C:11]([CH:14]=[CH:15][C:16]=1[O:17][CH:18]1[CH2:23][CH2:22][N:21]([C:24]2[N:29]=[C:28]3[CH2:30][NH:31][CH2:32][CH2:33][C:27]3=[N:26][C:25]=2[NH:34][CH:35]([CH3:37])[CH3:36])[CH2:20][CH2:19]1)[C:12]#[N:13].C(N(CC)CC)C.[CH3:45][N:46]([CH3:50])[C:47](Cl)=[O:48], predict the reaction product. (9) Given the reactants [Cl:1][CH2:2][CH2:3][NH:4][C:5]1[NH:13][C:12]2[C:11](=[O:14])[N:10]([CH2:15][CH2:16][CH2:17][CH2:18][C@H:19]([OH:21])[CH3:20])[C:9](=[O:22])[N:8]([CH3:23])[C:7]=2[N:6]=1.C(N(CC)CC)C.[C:31](OC(=O)C)(=[O:33])[CH3:32], predict the reaction product. The product is: [C:31]([O:21][C@H:19]([CH3:20])[CH2:18][CH2:17][CH2:16][CH2:15][N:10]1[C:11](=[O:14])[C:12]2[NH:13][C:5]([NH:4][CH2:3][CH2:2][Cl:1])=[N:6][C:7]=2[N:8]([CH3:23])[C:9]1=[O:22])(=[O:33])[CH3:32]. (10) Given the reactants [CH:1](=[C:8]1[CH2:13][CH:12]([CH3:14])[CH2:11][CH2:10][C:9]1=[O:15])[C:2]1[CH:7]=[CH:6][CH:5]=[CH:4][CH:3]=1.C(OCC)(=O)/C=C\C(OCC)=O, predict the reaction product. The product is: [CH2:1]([C:8]1[CH:13]=[C:12]([CH3:14])[CH:11]=[CH:10][C:9]=1[OH:15])[C:2]1[CH:3]=[CH:4][CH:5]=[CH:6][CH:7]=1.